From a dataset of Full USPTO retrosynthesis dataset with 1.9M reactions from patents (1976-2016). Predict the reactants needed to synthesize the given product. (1) Given the product [C:7]1(=[O:15])[C:8]2[C:4](=[CH:3][CH:11]=[CH:10][CH:9]=2)[CH2:5][CH2:6]1, predict the reactants needed to synthesize it. The reactants are: C([C:3]1[C:11](S)=[CH:10][C:9](C=C)=[C:8]2[C:4]=1[CH2:5][CH2:6][C:7]2=[O:15])=C.C1N2CN3CN(C2)CN1C3. (2) The reactants are: [NH2:1][C:2]1[CH:3]=[N:4][N:5]([CH3:26])[C:6]=1[C:7]1[CH:8]=[C:9]([C@@H:14]([NH:18][C:19](=[O:25])[O:20][C:21]([CH3:24])([CH3:23])[CH3:22])[CH2:15][CH:16]=[CH2:17])[CH:10]=[C:11]([F:13])[CH:12]=1.[CH3:27][C@H:28]([CH:32]=[CH2:33])[C:29](O)=[O:30].CCN(C(C)C)C(C)C.C(P1(=O)OP(CCC)(=O)OP(CCC)(=O)O1)CC. Given the product [F:13][C:11]1[CH:10]=[C:9]([C@@H:14]([NH:18][C:19](=[O:25])[O:20][C:21]([CH3:22])([CH3:24])[CH3:23])[CH2:15][CH:16]=[CH2:17])[CH:8]=[C:7]([C:6]2[N:5]([CH3:26])[N:4]=[CH:3][C:2]=2[NH:1][C:29](=[O:30])[C@H:28]([CH3:27])[CH:32]=[CH2:33])[CH:12]=1, predict the reactants needed to synthesize it. (3) Given the product [CH2:11]([O:10][C:8]([C:6]1[NH:7][C:3]([C:1]([OH:13])=[O:2])=[CH:4][CH:5]=1)=[O:9])[CH3:12], predict the reactants needed to synthesize it. The reactants are: [CH:1]([C:3]1[NH:7][C:6]([C:8]([O:10][CH2:11][CH3:12])=[O:9])=[CH:5][CH:4]=1)=[O:2].[O-:13][Mn](=O)(=O)=O.[K+].[O-]S([O-])=O.[Na+].[Na+]. (4) Given the product [NH2:25][C:21]1[CH:22]=[CH:23][CH:24]=[C:2]([OH:1])[C:3]=1[NH:4][C:5](=[O:20])[C:6]1[CH:7]=[CH:8][C:9]([N:12]2[CH2:18][CH2:17][CH2:16][N:15]([CH3:19])[CH2:14][CH2:13]2)=[CH:10][CH:11]=1, predict the reactants needed to synthesize it. The reactants are: [OH:1][C:2]1[CH:24]=[CH:23][CH:22]=[C:21]([N+:25]([O-])=O)[C:3]=1[NH:4][C:5](=[O:20])[C:6]1[CH:11]=[CH:10][C:9]([N:12]2[CH2:18][CH2:17][CH2:16][N:15]([CH3:19])[CH2:14][CH2:13]2)=[CH:8][CH:7]=1.[H][H]. (5) Given the product [CH3:1][C:2]1([CH3:27])[O:16][C:6]2=[CH:7][C:8]3[C:9]([CH3:15])=[CH:10][CH:11]=[N:12][C:13]=3[CH:14]=[C:5]2[CH:4]([NH:17][CH2:18][CH2:19][C:20]2[CH:21]=[CH:22][CH:23]=[CH:24][CH:25]=2)[CH:3]1[OH:26], predict the reactants needed to synthesize it. The reactants are: [CH3:1][C:2]1([CH3:27])[O:16][C:6]2=[CH:7][C:8]3[C:9]([CH3:15])=[CH:10][CH:11]=[N:12][C:13]=3[CH:14]=[C:5]2[C@@H:4]([NH:17][CH2:18][CH2:19][C:20]2[CH:25]=[CH:24][CH:23]=[CH:22][CH:21]=2)[C@@H:3]1[OH:26].C(O)(=O)/C=C\C(O)=O.CCCCCC. (6) Given the product [Br:1][C:2]1[C:3]([CH3:16])=[CH:4][C:5]([O:6][CH:7]2[CH2:12][CH2:11][S:19](=[O:21])(=[O:18])[CH2:9][CH2:8]2)=[CH:13][C:14]=1[CH3:15], predict the reactants needed to synthesize it. The reactants are: [Br:1][C:2]1[C:14]([CH3:15])=[CH:13][C:5]([O:6][CH:7]2[CH2:12][CH2:11]S[CH2:9][CH2:8]2)=[CH:4][C:3]=1[CH3:16].O[O:18][S:19]([O-:21])=O.[K+]. (7) Given the product [CH2:1]([N:3]([S:16]([C:19]1[S:20][CH:21]=[CH:22][CH:23]=1)(=[O:17])=[O:18])[C:4]1[CH:5]=[CH:6][CH:7]=[C:8]2[C:12]=1[NH:11][C:10]([C:13]([NH:47][CH2:46][CH2:45][S:44][C:25]([C:32]1[CH:37]=[CH:36][CH:35]=[CH:34][CH:33]=1)([C:26]1[CH:27]=[CH:28][CH:29]=[CH:30][CH:31]=1)[C:38]1[CH:43]=[CH:42][CH:41]=[CH:40][CH:39]=1)=[O:15])=[CH:9]2)[CH3:2], predict the reactants needed to synthesize it. The reactants are: [CH2:1]([N:3]([S:16]([C:19]1[S:20][CH:21]=[CH:22][CH:23]=1)(=[O:18])=[O:17])[C:4]1[CH:5]=[CH:6][CH:7]=[C:8]2[C:12]=1[NH:11][C:10]([C:13]([OH:15])=O)=[CH:9]2)[CH3:2].Cl.[C:25]([S:44][CH2:45][CH2:46][NH2:47])([C:38]1[CH:43]=[CH:42][CH:41]=[CH:40][CH:39]=1)([C:32]1[CH:37]=[CH:36][CH:35]=[CH:34][CH:33]=1)[C:26]1[CH:31]=[CH:30][CH:29]=[CH:28][CH:27]=1.N1(O)C2C=CC=CC=2N=N1.Cl.CN(C)CCCN=C=NCC.